From a dataset of Forward reaction prediction with 1.9M reactions from USPTO patents (1976-2016). Predict the product of the given reaction. Given the reactants [C:1]([C:3]1[CH:4]=[CH:5][C:6]([OH:30])=[C:7]([S:9]([NH:12][CH2:13][CH2:14][C:15]2[CH:20]=[CH:19][C:18]([CH:21]([CH3:23])[CH3:22])=[CH:17][C:16]=2[O:24][CH2:25][C:26]([NH:28][NH2:29])=[O:27])(=[O:11])=[O:10])[CH:8]=1)#[N:2].Cl[C:32](Cl)([O:34]C(=O)OC(Cl)(Cl)Cl)Cl.O, predict the reaction product. The product is: [C:1]([C:3]1[CH:4]=[CH:5][C:6]([OH:30])=[C:7]([S:9]([NH:12][CH2:13][CH2:14][C:15]2[CH:20]=[CH:19][C:18]([CH:21]([CH3:23])[CH3:22])=[CH:17][C:16]=2[O:24][CH2:25][C:26]2[O:27][C:32](=[O:34])[NH:29][N:28]=2)(=[O:10])=[O:11])[CH:8]=1)#[N:2].